From a dataset of Full USPTO retrosynthesis dataset with 1.9M reactions from patents (1976-2016). Predict the reactants needed to synthesize the given product. (1) Given the product [C:1]([C:3]1[CH:4]=[CH:5][C:6]([CH2:12][CH2:13][C:14]([O:16][CH2:17][CH3:18])=[O:15])=[C:7]2[C:11]=1[N:10]([CH3:21])[CH:9]=[CH:8]2)#[N:2], predict the reactants needed to synthesize it. The reactants are: [C:1]([C:3]1[CH:4]=[CH:5][C:6]([CH2:12][CH2:13][C:14]([O:16][CH2:17][CH3:18])=[O:15])=[C:7]2[C:11]=1[NH:10][CH:9]=[CH:8]2)#[N:2].[OH-].[K+].[CH3:21]OS(OC)(=O)=O.CCOC(C)=O. (2) The reactants are: [NH2:1][C:2]1[CH:7]=[CH:6][C:5]([C:8]2[CH2:13][CH2:12][N:11](C(OC(C)(C)C)=O)[CH2:10][CH:9]=2)=[CH:4][C:3]=1[N+:21]([O-:23])=[O:22].FC(F)(F)C(O)=O. Given the product [N+:21]([C:3]1[CH:4]=[C:5]([C:8]2[CH2:13][CH2:12][NH:11][CH2:10][CH:9]=2)[CH:6]=[CH:7][C:2]=1[NH2:1])([O-:23])=[O:22], predict the reactants needed to synthesize it. (3) Given the product [F:20][C:21]1[CH:26]=[C:25]([CH:24]=[CH:23][C:22]=1[CH2:28][C:29]([O:31][CH3:32])=[O:30])[O:1][CH2:2][CH2:3][C@@H:4]1[CH2:6][C@@H:5]1[CH:7]1[CH2:12][CH2:11][N:10]([C:13]([O:15][C:16]2([CH3:19])[CH2:18][CH2:17]2)=[O:14])[CH2:9][CH2:8]1, predict the reactants needed to synthesize it. The reactants are: [OH:1][CH2:2][CH2:3][C@@H:4]1[CH2:6][C@@H:5]1[CH:7]1[CH2:12][CH2:11][N:10]([C:13]([O:15][C:16]2([CH3:19])[CH2:18][CH2:17]2)=[O:14])[CH2:9][CH2:8]1.[F:20][C:21]1[CH:26]=[C:25](O)[CH:24]=[CH:23][C:22]=1[CH2:28][C:29]([O:31][CH3:32])=[O:30].N(C(OC(C)(C)C)=O)=NC(OC(C)(C)C)=O. (4) Given the product [Br:29][C:30]1[CH:31]=[C:32]([O:37][C:38]2[C:39]([CH3:44])=[N:40][CH:41]=[CH:42][CH:43]=2)[C:33]([NH:36][C:26]2[S:25][N:6]=[C:7]([C@H:8]3[CH2:12][O:11][C:10]4([CH2:13][CH2:14][CH2:15][CH2:16][CH2:17]4)[O:9]3)[N:27]=2)=[N:34][CH:35]=1, predict the reactants needed to synthesize it. The reactants are: CS(O[N:6]=[C:7](Cl)[C@H:8]1[CH2:12][O:11][C:10]2([CH2:17][CH2:16][CH2:15][CH2:14][CH2:13]2)[O:9]1)(=O)=O.N1C=CC=CC=1.[S-:25][C:26]#[N:27].[Na+].[Br:29][C:30]1[CH:31]=[C:32]([O:37][C:38]2[C:39]([CH3:44])=[N:40][CH:41]=[CH:42][CH:43]=2)[C:33]([NH2:36])=[N:34][CH:35]=1. (5) Given the product [OH:8][CH2:7][CH:4]1[CH2:5][CH2:6][N:1]([C:11]([O:13][C:14]([CH3:17])([CH3:16])[CH3:15])=[O:12])[CH2:2][CH2:3]1, predict the reactants needed to synthesize it. The reactants are: [N:1]1([C:11]([O:13][C:14]([CH3:17])([CH3:16])[CH3:15])=[O:12])[CH2:6][CH2:5][CH:4]([C:7](OC)=[O:8])[CH2:3][CH2:2]1.[Li+].[BH4-].